The task is: Predict the reaction yield, written as a fraction of the theoretical maximum amount of product (1.0 means a 100% yield; for example, 0.34 means a 34% yield).. This data is from Reaction yield outcomes from USPTO patents with 853,638 reactions. The reactants are [O:1]1[C:5]2[CH:6]=[CH:7][C:8]([C:10]3([C:13]([NH:15][C:16]4[CH:17]=[C:18]5[C:22](=[CH:23][CH:24]=4)[NH:21][C:20]([C:25]([CH3:28])([CH3:27])[CH3:26])=[C:19]5[CH:29]=O)=[O:14])[CH2:12][CH2:11]3)=[CH:9][C:4]=2[O:3][CH2:2]1.Cl.[NH2:32][OH:33]. The catalyst is ClCCl. The product is [O:1]1[C:5]2[CH:6]=[CH:7][C:8]([C:10]3([C:13]([NH:15][C:16]4[CH:17]=[C:18]5[C:22](=[CH:23][CH:24]=4)[NH:21][C:20]([C:25]([CH3:28])([CH3:26])[CH3:27])=[C:19]5/[CH:29]=[N:32]\[OH:33])=[O:14])[CH2:12][CH2:11]3)=[CH:9][C:4]=2[O:3][CH2:2]1. The yield is 0.770.